Dataset: TCR-epitope binding with 47,182 pairs between 192 epitopes and 23,139 TCRs. Task: Binary Classification. Given a T-cell receptor sequence (or CDR3 region) and an epitope sequence, predict whether binding occurs between them. (1) The epitope is RLFRKSNLK. The TCR CDR3 sequence is CASSLAGYLNTGELFF. Result: 0 (the TCR does not bind to the epitope). (2) The epitope is FLYNLLTRV. The TCR CDR3 sequence is CATSDILAGGLNEQFF. Result: 0 (the TCR does not bind to the epitope). (3) The epitope is VLWAHGFEL. The TCR CDR3 sequence is CASSHLDRGGTDTQYF. Result: 1 (the TCR binds to the epitope). (4) The epitope is TPQDLNTML. The TCR CDR3 sequence is CATHAGTGELFF. Result: 1 (the TCR binds to the epitope). (5) The epitope is YLDAYNMMI. The TCR CDR3 sequence is CASSDGTEYQETQYF. Result: 0 (the TCR does not bind to the epitope). (6) The epitope is VTEHDTLLY. The TCR CDR3 sequence is CASSLSLAGREQFF. Result: 1 (the TCR binds to the epitope). (7) The epitope is QARQMVQAMRTIGTHP. The TCR CDR3 sequence is CSARDLQGAYNSPLHF. Result: 1 (the TCR binds to the epitope).